Dataset: Reaction yield outcomes from USPTO patents with 853,638 reactions. Task: Predict the reaction yield, written as a fraction of the theoretical maximum amount of product (1.0 means a 100% yield; for example, 0.34 means a 34% yield). (1) The reactants are [BH4-].[Na+].[C:3]([C:6]1[C:10]([Cl:11])=[C:9]([C:12]([NH:14][C@@H:15]([CH3:31])[CH2:16][N:17]2[CH:21]=[CH:20][C:19]([C:22]3[CH:27]=[CH:26][C:25]([C:28]#[N:29])=[C:24]([Cl:30])[CH:23]=3)=[N:18]2)=[O:13])[NH:8][N:7]=1)(=[O:5])[CH3:4].[Cl-].[NH4+]. The catalyst is C(O)C. The product is [Cl:11][C:10]1[C:6]([CH:3]([OH:5])[CH3:4])=[N:7][NH:8][C:9]=1[C:12]([NH:14][C@@H:15]([CH3:31])[CH2:16][N:17]1[CH:21]=[CH:20][C:19]([C:22]2[CH:27]=[CH:26][C:25]([C:28]#[N:29])=[C:24]([Cl:30])[CH:23]=2)=[N:18]1)=[O:13]. The yield is 0.456. (2) The product is [C:13]([C:7]1[CH:8]=[C:9]2[C:4](=[CH:5][CH:6]=1)[S:3][C:2]([CH3:1])([CH3:19])[CH2:11][C:10]2=[O:12])#[CH:14]. The catalyst is CO.O. The reactants are [CH3:1][C:2]1([CH3:19])[CH2:11][C:10](=[O:12])[C:9]2[C:4](=[CH:5][CH:6]=[C:7]([C:13]#[C:14][Si](C)(C)C)[CH:8]=2)[S:3]1.C([O-])([O-])=O.[K+].[K+]. The yield is 0.990. (3) The reactants are [CH2:1]([O:3][C:4]([C:6]1[CH:7]=[C:8]2[C:13](=[CH:14][CH:15]=1)[NH:12][CH:11]([C:16]1[CH:21]=[CH:20][CH:19]=[C:18]([NH:22][CH:23]([CH3:25])[CH3:24])[CH:17]=1)[C:10]([CH3:27])([CH3:26])[CH2:9]2)=[O:5])[CH3:2].[O-:28][C:29]#[N:30].[Na+]. The catalyst is C(O)(=O)C.O. The product is [CH2:1]([O:3][C:4]([C:6]1[CH:7]=[C:8]2[C:13](=[CH:14][CH:15]=1)[NH:12][CH:11]([C:16]1[CH:21]=[CH:20][CH:19]=[C:18]([N:22]([CH:23]([CH3:24])[CH3:25])[C:29]([NH2:30])=[O:28])[CH:17]=1)[C:10]([CH3:26])([CH3:27])[CH2:9]2)=[O:5])[CH3:2]. The yield is 1.00. (4) The reactants are [CH3:1][C:2]1[CH:6]=[C:5]([Sn](CCCC)(CCCC)CCCC)[O:4][N:3]=1.Br[C:21]1[CH:26]=[CH:25][C:24]([N+:27]([O-:29])=[O:28])=[CH:23][C:22]=1[O:30][CH3:31]. The catalyst is O1CCOCC1.Cl[Pd](Cl)([P](C1C=CC=CC=1)(C1C=CC=CC=1)C1C=CC=CC=1)[P](C1C=CC=CC=1)(C1C=CC=CC=1)C1C=CC=CC=1. The product is [CH3:31][O:30][C:22]1[CH:23]=[C:24]([N+:27]([O-:29])=[O:28])[CH:25]=[CH:26][C:21]=1[C:5]1[O:4][N:3]=[C:2]([CH3:1])[CH:6]=1. The yield is 0.400. (5) The reactants are [NH2:1][CH2:2][C:3]([CH3:8])([CH3:7])[C:4]([OH:6])=[O:5].[OH-].[Na+].[CH3:11][C:12]([O:15][C:16](O[C:16]([O:15][C:12]([CH3:14])([CH3:13])[CH3:11])=[O:17])=[O:17])([CH3:14])[CH3:13]. The catalyst is O.CC(O)(C)C. The product is [C:12]([O:15][C:16]([NH:1][CH2:2][C:3]([CH3:8])([CH3:7])[C:4]([OH:6])=[O:5])=[O:17])([CH3:14])([CH3:13])[CH3:11]. The yield is 0.630. (6) The reactants are [C:1]([O:9][C:10]1[CH:28]=[CH:27][C:13]([CH2:14][O:15][C:16]2[CH:21]=[CH:20][C:19]([CH2:22][CH2:23][C:24](O)=[O:25])=[CH:18][CH:17]=2)=[CH:12][CH:11]=1)(=O)[C:2]1[CH:7]=[CH:6][CH:5]=[CH:4][CH:3]=1.Cl[C:30](OCC)=O.C(N(CC)CC)C.[NH4+:42].[OH-:43]. The catalyst is C1COCC1. The product is [O:43]=[C:2]([C:3]1[CH:30]=[CH:7][CH:6]=[CH:5][CH:4]=1)[CH2:1][O:9][C:10]1[CH:28]=[CH:27][C:13]([CH2:14][O:15][C:16]2[CH:21]=[CH:20][C:19]([CH2:22][CH2:23][C:24]([NH2:42])=[O:25])=[CH:18][CH:17]=2)=[CH:12][CH:11]=1. The yield is 0.990. (7) The reactants are Cl[C:2]1[C:7]([Cl:8])=[CH:6][CH:5]=[CH:4][N:3]=1.[CH:9]([C:11]1[CH:16]=[CH:15][C:14](B(O)O)=[CH:13][CH:12]=1)=[O:10].C(=O)([O-])[O-].[Na+].[Na+]. The catalyst is C(O)C.O.C1C=CC([P]([Pd]([P](C2C=CC=CC=2)(C2C=CC=CC=2)C2C=CC=CC=2)([P](C2C=CC=CC=2)(C2C=CC=CC=2)C2C=CC=CC=2)[P](C2C=CC=CC=2)(C2C=CC=CC=2)C2C=CC=CC=2)(C2C=CC=CC=2)C2C=CC=CC=2)=CC=1. The yield is 0.830. The product is [Cl:8][C:7]1[C:2]([C:14]2[CH:15]=[CH:16][C:11]([CH:9]=[O:10])=[CH:12][CH:13]=2)=[N:3][CH:4]=[CH:5][CH:6]=1.